From a dataset of Forward reaction prediction with 1.9M reactions from USPTO patents (1976-2016). Predict the product of the given reaction. (1) Given the reactants [C:1]([C:5]1[NH:6][C:7]([C:20]2[C:21](F)=[N:22][CH:23]=[CH:24][CH:25]=2)=[C:8]([C:10]2[CH:15]=[CH:14][C:13]([F:16])=[CH:12][C:11]=2[N+:17]([O-])=O)[N:9]=1)([CH3:4])([CH3:3])[CH3:2], predict the reaction product. The product is: [C:1]([C:5]1[NH:6][C:7]2[C:20]3[CH:25]=[CH:24][CH:23]=[N:22][C:21]=3[NH:17][C:11]3[CH:12]=[C:13]([F:16])[CH:14]=[CH:15][C:10]=3[C:8]=2[N:9]=1)([CH3:4])([CH3:2])[CH3:3]. (2) The product is: [Si:22]([O:29][CH2:30][CH2:31][CH2:32][CH2:33][O:1][C:2]1[CH:3]=[C:4]([CH:19]=[CH:20][CH:21]=1)[O:5][CH2:6][CH2:7][N:8]1[C:9](=[O:18])[C:10]2[C:15](=[CH:14][CH:13]=[CH:12][CH:11]=2)[C:16]1=[O:17])([C:25]([CH3:26])([CH3:27])[CH3:28])([CH3:23])[CH3:24]. Given the reactants [OH:1][C:2]1[CH:3]=[C:4]([CH:19]=[CH:20][CH:21]=1)[O:5][CH2:6][CH2:7][N:8]1[C:16](=[O:17])[C:15]2[C:10](=[CH:11][CH:12]=[CH:13][CH:14]=2)[C:9]1=[O:18].[Si:22]([O:29][CH2:30][CH2:31][CH2:32][CH2:33]O)([C:25]([CH3:28])([CH3:27])[CH3:26])([CH3:24])[CH3:23], predict the reaction product. (3) Given the reactants [CH3:1][N:2]1[C:6]([NH:7][C:8]2[C:13]([CH:14]=O)=[CH:12][N:11]=[C:10]([S:16][CH3:17])[N:9]=2)=[CH:5][C:4]([CH3:18])=[N:3]1.Br[CH2:20][C:21]([C:23]1[CH:28]=[CH:27][CH:26]=[CH:25][C:24]=1[Cl:29])=[O:22].C(=O)([O-])[O-].[K+].[K+].N12CCCN=C1CCCCC2, predict the reaction product. The product is: [Cl:29][C:24]1[CH:25]=[CH:26][CH:27]=[CH:28][C:23]=1[C:21]([C:20]1[N:7]([C:6]2[N:2]([CH3:1])[N:3]=[C:4]([CH3:18])[CH:5]=2)[C:8]2[N:9]=[C:10]([S:16][CH3:17])[N:11]=[CH:12][C:13]=2[CH:14]=1)=[O:22]. (4) Given the reactants C1(C)C=CC=CC=1.N1CCCCC1.[CH2:14]([C:18]1[CH:19]=[C:20]([C:29]2[CH:30]=[C:31]([CH:34]=[CH:35][C:36]=2[O:37][C:38]([F:41])([F:40])[F:39])[CH:32]=O)[C:21]2[O:25][CH2:24][C:23]([CH3:27])([CH3:26])[C:22]=2[CH:28]=1)[CH:15]([CH3:17])[CH3:16].[S:42]1[CH2:46][C:45](=[O:47])[NH:44][C:43]1=[O:48], predict the reaction product. The product is: [CH2:14]([C:18]1[CH:19]=[C:20]([C:29]2[CH:30]=[C:31]([CH:34]=[CH:35][C:36]=2[O:37][C:38]([F:41])([F:39])[F:40])[CH:32]=[C:46]2[S:42][C:43](=[O:48])[NH:44][C:45]2=[O:47])[C:21]2[O:25][CH2:24][C:23]([CH3:26])([CH3:27])[C:22]=2[CH:28]=1)[CH:15]([CH3:17])[CH3:16]. (5) Given the reactants [Cl:1][C:2]1[C:7]([CH3:8])=[CH:6][C:5]([C@H:9]([NH:12][S@@](C(C)(C)C)=O)[CH2:10][CH3:11])=[CH:4][C:3]=1[CH3:19].Cl, predict the reaction product. The product is: [Cl:1][C:2]1[C:7]([CH3:8])=[CH:6][C:5]([C@H:9]([NH2:12])[CH2:10][CH3:11])=[CH:4][C:3]=1[CH3:19]. (6) Given the reactants [CH:1]1([CH:4]([C:6]2[CH:11]=[CH:10][CH:9]=[CH:8][C:7]=2[CH3:12])[NH2:5])[CH2:3][CH2:2]1.[I:13][C:14]1[C:22]2[C:17](=[CH:18][CH:19]=[C:20]([C:23](N)=[O:24])[CH:21]=2)[NH:16][N:15]=1.CN(C(ON1N=NC2C=CC=CC1=2)=[N+](C)C)C.[B-](F)(F)(F)F.CCN(C(C)C)C(C)C, predict the reaction product. The product is: [CH:1]1([CH:4]([C:6]2[CH:11]=[CH:10][CH:9]=[CH:8][C:7]=2[CH3:12])[NH:5][C:23]([C:20]2[CH:21]=[C:22]3[C:17](=[CH:18][CH:19]=2)[NH:16][N:15]=[C:14]3[I:13])=[O:24])[CH2:2][CH2:3]1.